From a dataset of Reaction yield outcomes from USPTO patents with 853,638 reactions. Predict the reaction yield, written as a fraction of the theoretical maximum amount of product (1.0 means a 100% yield; for example, 0.34 means a 34% yield). (1) The reactants are [C:1]([C:3]1[CH:4]=[C:5]([N:9]2[C:18]3[C:13](=[CH:14][CH:15]=[CH:16][N:17]=3)[C:12]([OH:19])=[CH:11][C:10]2=[O:20])[CH:6]=[CH:7][CH:8]=1)#[N:2].[H-].[Na+].[H][H].[C:25]1([CH2:31][C:32](Cl)=[O:33])[CH:30]=[CH:29][CH:28]=[CH:27][CH:26]=1.Cl. The catalyst is CN(C=O)C.O. The product is [C:1]([C:3]1[CH:4]=[C:5]([N:9]2[C:18]3[C:13](=[CH:14][CH:15]=[CH:16][N:17]=3)[C:12]([OH:19])=[C:11]([C:32](=[O:33])[CH2:31][C:25]3[CH:30]=[CH:29][CH:28]=[CH:27][CH:26]=3)[C:10]2=[O:20])[CH:6]=[CH:7][CH:8]=1)#[N:2]. The yield is 0.250. (2) The reactants are Cl.[CH:2]1[C:14]2[CH:13]([CH2:15][O:16][C:17]([NH:19][NH2:20])=[O:18])[C:12]3[C:7](=[CH:8][CH:9]=[CH:10][CH:11]=3)[C:6]=2[CH:5]=[CH:4][CH:3]=1.[C:21](O)(=[O:29])[C@@H:22]([C@H:24]([C:26]([OH:28])=[O:27])[OH:25])[OH:23].C(N(C(C)C)CC)(C)C.Cl.C(N=C=NCCCN(C)C)C.C(=O)([O-])O.[Na+].S([O-])(O)(=O)=O.[K+]. The catalyst is C(OCC)C.CN(C)C=O. The product is [CH:11]1[C:12]2[CH:13]([CH2:15][O:16][C:17]([NH:19][NH:20][C:21](=[O:29])[CH:22]([OH:23])[CH:24]([OH:25])[C:26]([OH:28])=[O:27])=[O:18])[C:14]3[C:6](=[CH:5][CH:4]=[CH:3][CH:2]=3)[C:7]=2[CH:8]=[CH:9][CH:10]=1. The yield is 0.630. (3) The reactants are [OH:1][CH:2]([CH2:14][CH2:15][CH2:16][CH2:17][CH2:18][CH2:19][CH2:20][CH3:21])[CH2:3][O:4][C:5]1[CH:10]=[CH:9][C:8]([N+:11]([O-])=O)=[CH:7][CH:6]=1.[H][H]. The catalyst is C(OCC)(=O)C.[Pd]. The product is [OH:1][CH:2]([CH2:14][CH2:15][CH2:16][CH2:17][CH2:18][CH2:19][CH2:20][CH3:21])[CH2:3][O:4][C:5]1[CH:10]=[CH:9][C:8]([NH2:11])=[CH:7][CH:6]=1. The yield is 1.00. (4) The reactants are [Br:1][C:2]1[C:3]([O:11][CH2:12][C:13]2[CH:18]=[CH:17][CH:16]=[C:15]([C:19]3[CH:28]=[CH:27][C:22]4[O:23][CH2:24][CH2:25][O:26][C:21]=4[CH:20]=3)[C:14]=2[CH3:29])=[CH:4][C:5]([OH:10])=[C:6]([CH:9]=1)[CH:7]=[O:8].Cl[CH2:31][C:32]1[CH:33]=[N:34][CH:35]=[C:36]([CH:39]=1)[C:37]#[N:38].C(=O)([O-])[O-].[Cs+].[Cs+].O. The catalyst is CN(C=O)C. The product is [Br:1][C:2]1[C:3]([O:11][CH2:12][C:13]2[CH:18]=[CH:17][CH:16]=[C:15]([C:19]3[CH:28]=[CH:27][C:22]4[O:23][CH2:24][CH2:25][O:26][C:21]=4[CH:20]=3)[C:14]=2[CH3:29])=[CH:4][C:5]([O:10][CH2:31][C:32]2[CH:33]=[N:34][CH:35]=[C:36]([CH:39]=2)[C:37]#[N:38])=[C:6]([CH:7]=[O:8])[CH:9]=1. The yield is 0.830. (5) The reactants are CC(OI1(OC(C)=O)(OC(C)=O)OC(=O)C2C=CC=CC1=2)=O.[CH3:23][N:24]([CH3:50])[C:25]([C:27]1[N:44]([CH:45]2[CH2:49][CH2:48][CH2:47][CH2:46]2)[C:30]2[N:31]=[C:32]([NH:35][C:36]3[CH:41]=[CH:40][C:39]([CH2:42][OH:43])=[CH:38][N:37]=3)[N:33]=[CH:34][C:29]=2[CH:28]=1)=[O:26].C1COCC1.[OH-].[Na+]. The catalyst is ClCCl.C(O)(C)(C)C.CCOCC. The product is [CH3:23][N:24]([CH3:50])[C:25]([C:27]1[N:44]([CH:45]2[CH2:49][CH2:48][CH2:47][CH2:46]2)[C:30]2[N:31]=[C:32]([NH:35][C:36]3[CH:41]=[CH:40][C:39]([CH:42]=[O:43])=[CH:38][N:37]=3)[N:33]=[CH:34][C:29]=2[CH:28]=1)=[O:26]. The yield is 0.820. (6) The catalyst is C1(C)C=CC=CC=1. The product is [Cl:19][C:16]1[CH:17]=[CH:18][C:13]([S:10]([N:9]([C@H:4]([CH2:5][CH:6]([CH3:8])[CH3:7])[C:1]([NH2:2])=[O:3])[CH2:20][C:21]2[CH:26]=[CH:25][C:24]([NH:27][C:28](=[O:31])[CH2:29][CH2:30][N:32]3[CH2:37][CH2:36][CH2:35][CH2:34][CH2:33]3)=[CH:23][CH:22]=2)(=[O:12])=[O:11])=[CH:14][CH:15]=1. The reactants are [C:1]([C@@H:4]([N:9]([CH2:20][C:21]1[CH:26]=[CH:25][C:24]([NH:27][C:28](=[O:31])[CH:29]=[CH2:30])=[CH:23][CH:22]=1)[S:10]([C:13]1[CH:18]=[CH:17][C:16]([Cl:19])=[CH:15][CH:14]=1)(=[O:12])=[O:11])[CH2:5][CH:6]([CH3:8])[CH3:7])(=[O:3])[NH2:2].[NH:32]1[CH2:37][CH2:36][CH2:35][CH2:34][CH2:33]1. The yield is 0.860.